This data is from NCI-60 drug combinations with 297,098 pairs across 59 cell lines. The task is: Regression. Given two drug SMILES strings and cell line genomic features, predict the synergy score measuring deviation from expected non-interaction effect. (1) Drug 1: C1=CN(C(=O)N=C1N)C2C(C(C(O2)CO)O)O.Cl. Drug 2: C(=O)(N)NO. Cell line: HS 578T. Synergy scores: CSS=20.1, Synergy_ZIP=-0.912, Synergy_Bliss=-1.62, Synergy_Loewe=-12.6, Synergy_HSA=-0.836. (2) Drug 1: C1=NC2=C(N=C(N=C2N1C3C(C(C(O3)CO)O)F)Cl)N. Drug 2: C1CN1C2=NC(=NC(=N2)N3CC3)N4CC4. Cell line: SK-MEL-5. Synergy scores: CSS=49.3, Synergy_ZIP=-8.71, Synergy_Bliss=-5.20, Synergy_Loewe=-1.24, Synergy_HSA=-1.07. (3) Drug 1: C1=CC(=CC=C1CCC2=CNC3=C2C(=O)NC(=N3)N)C(=O)NC(CCC(=O)O)C(=O)O. Drug 2: CCC1(C2=C(COC1=O)C(=O)N3CC4=CC5=C(C=CC(=C5CN(C)C)O)N=C4C3=C2)O.Cl. Cell line: COLO 205. Synergy scores: CSS=40.0, Synergy_ZIP=-5.07, Synergy_Bliss=-7.41, Synergy_Loewe=-3.90, Synergy_HSA=-1.55. (4) Drug 1: CC1=C(C=C(C=C1)C(=O)NC2=CC(=CC(=C2)C(F)(F)F)N3C=C(N=C3)C)NC4=NC=CC(=N4)C5=CN=CC=C5. Drug 2: C1CC(=O)NC(=O)C1N2C(=O)C3=CC=CC=C3C2=O. Cell line: NCIH23. Synergy scores: CSS=-0.233, Synergy_ZIP=1.78, Synergy_Bliss=0.245, Synergy_Loewe=0.229, Synergy_HSA=-1.28. (5) Drug 1: COC1=C(C=C2C(=C1)N=CN=C2NC3=CC(=C(C=C3)F)Cl)OCCCN4CCOCC4. Drug 2: C1=NC2=C(N=C(N=C2N1C3C(C(C(O3)CO)O)O)F)N. Cell line: OVCAR-8. Synergy scores: CSS=43.3, Synergy_ZIP=-6.37, Synergy_Bliss=0.472, Synergy_Loewe=-0.330, Synergy_HSA=3.65. (6) Drug 1: CC1=C2C(C(=O)C3(C(CC4C(C3C(C(C2(C)C)(CC1OC(=O)C(C(C5=CC=CC=C5)NC(=O)OC(C)(C)C)O)O)OC(=O)C6=CC=CC=C6)(CO4)OC(=O)C)OC)C)OC. Drug 2: C1=NC2=C(N=C(N=C2N1C3C(C(C(O3)CO)O)O)F)N. Cell line: UACC-257. Synergy scores: CSS=31.6, Synergy_ZIP=4.89, Synergy_Bliss=7.48, Synergy_Loewe=-8.79, Synergy_HSA=6.52.